From a dataset of Reaction yield outcomes from USPTO patents with 853,638 reactions. Predict the reaction yield, written as a fraction of the theoretical maximum amount of product (1.0 means a 100% yield; for example, 0.34 means a 34% yield). (1) The reactants are [CH:1]1([CH2:7][CH2:8][CH2:9][O:10][C:11]2[CH:16]=[CH:15][N:14]([CH2:17][CH2:18][C:19]([CH3:34])([S:30]([CH3:33])(=[O:32])=[O:31])[C:20]([NH:22][O:23]C3CCCCO3)=[O:21])[C:13](=[O:35])[CH:12]=2)[CH2:6][CH2:5][CH2:4][CH2:3][CH2:2]1.C(Cl)Cl.O.Cl. The catalyst is O1CCOCC1. The product is [CH:1]1([CH2:7][CH2:8][CH2:9][O:10][C:11]2[CH:16]=[CH:15][N:14]([CH2:17][CH2:18][C:19]([CH3:34])([S:30]([CH3:33])(=[O:32])=[O:31])[C:20]([NH:22][OH:23])=[O:21])[C:13](=[O:35])[CH:12]=2)[CH2:2][CH2:3][CH2:4][CH2:5][CH2:6]1. The yield is 0.544. (2) The reactants are [N+:1]([C:4]1[CH:9]=[CH:8][C:7]([NH:10][CH:11]2[CH2:16][CH2:15][CH:14]([O:17][CH2:18][C:19]([OH:21])=O)[CH2:13][CH2:12]2)=[CH:6][C:5]=1[C:22]([F:25])([F:24])[F:23])([O-:3])=[O:2].CCN=C=NCCCN(C)C.Cl.C1C=CC2N(O)N=NC=2C=1.C(N(CC)CC)C.[F:55][C:56]([F:69])([F:68])[C:57]1[CH:58]=[C:59]2[C:64](=[CH:65][CH:66]=1)[N:63]=[C:62]([NH2:67])[CH:61]=[CH:60]2. The catalyst is ClCCl. The product is [N+:1]([C:4]1[CH:9]=[CH:8][C:7]([NH:10][CH:11]2[CH2:12][CH2:13][CH:14]([O:17][CH2:18][C:19]([NH:67][C:62]3[CH:61]=[CH:60][C:59]4[C:64](=[CH:65][CH:66]=[C:57]([C:56]([F:68])([F:55])[F:69])[CH:58]=4)[N:63]=3)=[O:21])[CH2:15][CH2:16]2)=[CH:6][C:5]=1[C:22]([F:24])([F:23])[F:25])([O-:3])=[O:2]. The yield is 0.520.